Predict the reactants needed to synthesize the given product. From a dataset of Full USPTO retrosynthesis dataset with 1.9M reactions from patents (1976-2016). (1) Given the product [CH3:1][C:2]([CH3:22])([CH3:21])[CH2:3][CH2:4][C:5]1([OH:24])[C:14]2[C:9](=[CH:10][CH:11]=[CH:12][CH:13]=2)[C:8](=[O:15])[CH2:7][C:6]1=[O:16], predict the reactants needed to synthesize it. The reactants are: [CH3:1][C:2]([CH3:22])([CH3:21])[CH2:3][CH2:4][C:5]1(C(OC)=O)[C:14]2[C:9](=[CH:10][CH:11]=[CH:12][CH:13]=2)[C:8](=[O:15])[CH2:7][C:6]1=[O:16].Cl.[OH-:24].[Na+]. (2) The reactants are: [CH:1]1([CH2:4][O:5][C:6]2[N:11]=[C:10]([C:12]([OH:14])=O)[CH:9]=[CH:8][C:7]=2[N:15]2[CH2:18][C:17]([F:20])([F:19])[CH2:16]2)[CH2:3][CH2:2]1.[CH:21]12[CH:26]([C:27]([O:29][CH2:30][CH3:31])=[O:28])[CH:25]1[CH2:24][NH:23][CH2:22]2.CN(C(ON1N=NC2C=CC=CC1=2)=[N+](C)C)C.[B-](F)(F)(F)F.CCN(C(C)C)C(C)C. Given the product [CH2:30]([O:29][C:27]([CH:26]1[CH:25]2[CH:21]1[CH2:22][N:23]([C:12]([C:10]1[CH:9]=[CH:8][C:7]([N:15]3[CH2:18][C:17]([F:20])([F:19])[CH2:16]3)=[C:6]([O:5][CH2:4][CH:1]3[CH2:2][CH2:3]3)[N:11]=1)=[O:14])[CH2:24]2)=[O:28])[CH3:31], predict the reactants needed to synthesize it.